Dataset: Catalyst prediction with 721,799 reactions and 888 catalyst types from USPTO. Task: Predict which catalyst facilitates the given reaction. (1) The catalyst class is: 46. Product: [CH2:11]([N:18]1[C:19](=[O:29])[C:20]([CH3:27])([CH3:28])[O:21][CH2:22][C:23]1([CH3:24])[CH:25]=[O:26])[C:12]1[CH:17]=[CH:16][CH:15]=[CH:14][CH:13]=1. Reactant: C(Cl)(=O)C(Cl)=O.CS(C)=O.[CH2:11]([N:18]1[C:23]([CH2:25][OH:26])([CH3:24])[CH2:22][O:21][C:20]([CH3:28])([CH3:27])[C:19]1=[O:29])[C:12]1[CH:17]=[CH:16][CH:15]=[CH:14][CH:13]=1.C(N(CC)CC)C. (2) Reactant: [F:1][C:2]1[CH:7]=[CH:6][C:5]([C:8]2[O:9][C:10]3[CH:20]=[C:19]([N:21]([CH3:26])[S:22]([CH3:25])(=[O:24])=[O:23])[C:18](B4OC(C)(C)C(C)(C)O4)=[CH:17][C:11]=3[C:12]=2[C:13]([NH:15][CH3:16])=[O:14])=[CH:4][CH:3]=1.Cl[C:37]1[CH:38]=[CH:39][C:40]2[O:45][CH2:44][N:43]3[C:46]4[N:52]=[CH:51][CH:50]=[CH:49][C:47]=4[CH:48]=[C:42]3[C:41]=2[N:53]=1.CC(C1C=C(C(C)C)C(C2C=CC=CC=2P(C2CCCCC2)C2CCCCC2)=C(C(C)C)C=1)C. Product: [F:1][C:2]1[CH:7]=[CH:6][C:5]([C:8]2[O:9][C:10]3[CH:20]=[C:19]([N:21]([CH3:26])[S:22]([CH3:25])(=[O:24])=[O:23])[C:18]([C:37]4[CH:38]=[CH:39][C:40]5[O:45][CH2:44][N:43]6[C:46]7[N:52]=[CH:51][CH:50]=[CH:49][C:47]=7[CH:48]=[C:42]6[C:41]=5[N:53]=4)=[CH:17][C:11]=3[C:12]=2[C:13]([NH:15][CH3:16])=[O:14])=[CH:4][CH:3]=1. The catalyst class is: 333. (3) Reactant: [F:1][C:2]([F:16])([F:15])[C:3]1[CH:4]=[CH:5][C:6]([N:9]2[CH2:14][CH2:13][NH:12][CH2:11][CH2:10]2)=[N:7][CH:8]=1.[CH3:17][S:18](Cl)(=[O:20])=[O:19]. Product: [CH3:17][S:18]([N:12]1[CH2:11][CH2:10][N:9]([C:6]2[CH:5]=[CH:4][C:3]([C:2]([F:1])([F:15])[F:16])=[CH:8][N:7]=2)[CH2:14][CH2:13]1)(=[O:20])=[O:19]. The catalyst class is: 46. (4) Reactant: [F:1][C:2]1[CH:3]=[C:4]([CH:13]2[CH2:18][N:17]([C:19]([N:21]3[CH2:26][CH2:25][S:24][CH2:23][CH2:22]3)=[O:20])[CH2:16][CH:15]([C:27](O)=[O:28])[CH2:14]2)[CH:5]=[CH:6][C:7]=1[CH2:8][C:9]([F:12])([F:11])[F:10].CN(C(ON1N=NC2C=CC=NC1=2)=[N+](C)C)C.F[P-](F)(F)(F)(F)F.C(N(CC)C(C)C)(C)C.O[N:64]=[C:65]([O:67][CH2:68][CH3:69])[NH2:66]. Product: [CH2:68]([O:67][C:65]1[N:66]=[C:27]([CH:15]2[CH2:14][CH:13]([C:4]3[CH:5]=[CH:6][C:7]([CH2:8][C:9]([F:12])([F:10])[F:11])=[C:2]([F:1])[CH:3]=3)[CH2:18][N:17]([C:19]([N:21]3[CH2:22][CH2:23][S:24][CH2:25][CH2:26]3)=[O:20])[CH2:16]2)[O:28][N:64]=1)[CH3:69]. The catalyst class is: 9.